Dataset: Catalyst prediction with 721,799 reactions and 888 catalyst types from USPTO. Task: Predict which catalyst facilitates the given reaction. (1) Reactant: C([O:8][CH2:9][CH2:10][CH2:11][CH2:12][CH2:13][O:14][CH2:15][CH2:16][CH2:17][O:18][CH2:19][C:20]([O:22][C:23]([CH3:26])([CH3:25])[CH3:24])=[O:21])C1C=CC=CC=1.CC(O)=O.[H][H]. Product: [OH:8][CH2:9][CH2:10][CH2:11][CH2:12][CH2:13][O:14][CH2:15][CH2:16][CH2:17][O:18][CH2:19][C:20]([O:22][C:23]([CH3:26])([CH3:25])[CH3:24])=[O:21]. The catalyst class is: 19. (2) Reactant: [C:1]([O:5][C:6]([N:8]1[CH2:13][CH2:12][CH2:11][CH:10]([C:14]([OH:16])=O)[CH2:9]1)=[O:7])([CH3:4])([CH3:3])[CH3:2].Cl.C([N:25]([CH2:29][CH2:30][CH2:31][C@H:32]([NH2:52])[C:33]([N:35]([CH2:39][CH2:40][NH:41][C:42]([O:44][CH2:45][C:46]1[CH:51]=[CH:50][CH:49]=[CH:48][CH:47]=1)=[O:43])[CH2:36][CH2:37][OH:38])=[O:34])[C:26](=[O:28])[OH:27])C1C=CC=CC=1.[CH2:53](N(CC)CC)C.C(Cl)CCl.[CH:64]1[CH:65]=[CH:66][C:67]2N(O)N=N[C:68]=2[CH:69]=1. Product: [CH2:53]([O:27][C:26]([NH:25][CH2:29][CH2:30][CH2:31][C@@H:32]([C:33](=[O:34])[N:35]([CH2:36][CH2:37][OH:38])[CH2:39][CH2:40][NH:41][C:42](=[O:43])[O:44][CH2:45][C:46]1[CH:47]=[CH:48][CH:49]=[CH:50][CH:51]=1)[NH:52][C:14]([CH:10]1[CH2:11][CH2:12][CH2:13][N:8]([C:6]([O:5][C:1]([CH3:2])([CH3:3])[CH3:4])=[O:7])[CH2:9]1)=[O:16])=[O:28])[C:68]1[CH:67]=[CH:66][CH:65]=[CH:64][CH:69]=1. The catalyst class is: 9. (3) Reactant: Br[C:2]1[CH:16]=[N:15][C:5]2[NH:6][C:7]3[CH:12]=[N:11][C:10]([C:13]#[N:14])=[CH:9][C:8]=3[C:4]=2[CH:3]=1.[Cl-].[Li+].CCN(C(C)C)C(C)C.C([Sn](CCCC)(CCCC)[C:33]1[CH:38]=[CH:37][CH:36]=[CH:35][N:34]=1)CCC.[F-].[K+]. Product: [N:34]1[CH:35]=[CH:36][CH:37]=[CH:38][C:33]=1[C:2]1[CH:16]=[N:15][C:5]2[NH:6][C:7]3[CH:12]=[N:11][C:10]([C:13]#[N:14])=[CH:9][C:8]=3[C:4]=2[CH:3]=1. The catalyst class is: 128.